Dataset: Full USPTO retrosynthesis dataset with 1.9M reactions from patents (1976-2016). Task: Predict the reactants needed to synthesize the given product. Given the product [CH3:1][C:2]1[N:7]=[C:6]([NH:8][S:9]([C:12]2[CH:13]=[N:14][C:15]([N:19]3[CH2:24][CH2:23][CH2:22][CH2:21][CH2:20]3)=[CH:16][CH:17]=2)(=[O:11])=[O:10])[CH:5]=[CH:4][CH:3]=1, predict the reactants needed to synthesize it. The reactants are: [CH3:1][C:2]1[N:7]=[C:6]([NH:8][S:9]([C:12]2[CH:13]=[N:14][C:15](Cl)=[CH:16][CH:17]=2)(=[O:11])=[O:10])[CH:5]=[CH:4][CH:3]=1.[NH:19]1[CH2:24][CH2:23][CH2:22][CH2:21][CH2:20]1.